Dataset: Full USPTO retrosynthesis dataset with 1.9M reactions from patents (1976-2016). Task: Predict the reactants needed to synthesize the given product. (1) The reactants are: [Cl:1][C:2]1[CH:10]=[C:9]2[C:5]([C:6]([C:11]([C:13]3[C:14](NC4CCCC4)=[N:15][CH:16]=[CH:17][CH:18]=3)=[O:12])=[CH:7][NH:8]2)=[CH:4][CH:3]=1.C1(N)CCCC1.[F:31][C:32]1[CH:39]=[C:38]([F:40])[CH:37]=[CH:36][C:33]=1[CH2:34][NH2:35]. Given the product [Cl:1][C:2]1[CH:10]=[C:9]2[C:5]([C:6]([C:11]([C:13]3[C:14]([NH:35][CH2:34][C:33]4[CH:36]=[CH:37][C:38]([F:40])=[CH:39][C:32]=4[F:31])=[N:15][CH:16]=[CH:17][CH:18]=3)=[O:12])=[CH:7][NH:8]2)=[CH:4][CH:3]=1, predict the reactants needed to synthesize it. (2) Given the product [CH3:1][C:2]1[CH:3]=[C:4]([C:8]([C:10]2[CH:11]=[N:12][CH:13]=[CH:14][C:15]=2[CH3:16])=[O:9])[O:5][C:6]=1[CH3:7], predict the reactants needed to synthesize it. The reactants are: [CH3:1][C:2]1[CH:3]=[C:4]([CH:8]([C:10]2[CH:11]=[N:12][CH:13]=[CH:14][C:15]=2[CH3:16])[OH:9])[O:5][C:6]=1[CH3:7]. (3) Given the product [C:2]([C:8]1[CH:28]=[CH:27][C:11]([CH2:12][N:13]([S:23]([CH3:26])(=[O:24])=[O:25])[CH2:14][CH2:15][CH2:16][CH2:17][CH2:18][CH2:19][C:20]([OH:22])=[O:21])=[CH:10][CH:9]=1)(=[O:1])[CH2:3][CH2:4][CH2:5][CH2:6][CH3:7], predict the reactants needed to synthesize it. The reactants are: [OH:1][CH:2]([C:8]1[CH:28]=[CH:27][C:11]([CH2:12][N:13]([S:23]([CH3:26])(=[O:25])=[O:24])[CH2:14][CH2:15][CH2:16][CH2:17][CH2:18][CH2:19][C:20]([OH:22])=[O:21])=[CH:10][CH:9]=1)[CH2:3][CH2:4][CH2:5][CH2:6][CH3:7].CC(OI1(OC(C)=O)(OC(C)=O)OC(=O)C2C=CC=CC1=2)=O.S([O-])([O-])(=O)=S.[Na+].[Na+]. (4) The reactants are: [OH:1][C:2]([CH3:17])([CH3:16])[CH2:3][O:4][N:5]1[C:10]([CH3:12])([CH3:11])[CH2:9][C:8](=O)[CH2:7][C:6]1([CH3:15])[CH3:14].[NH2:18][CH2:19][CH2:20][CH2:21][CH2:22][CH2:23][CH2:24][NH2:25]. Given the product [OH:1][C:2]([CH3:17])([CH3:16])[CH2:3][O:4][N:5]1[C:10]([CH3:12])([CH3:11])[CH2:9][CH:8]([NH:18][CH2:19][CH2:20][CH2:21][CH2:22][CH2:23][CH2:24][NH:25][CH:8]2[CH2:9][C:10]([CH3:12])([CH3:11])[N:5]([O:4][CH2:3][C:2]([CH3:17])([OH:1])[CH3:16])[C:6]([CH3:15])([CH3:14])[CH2:7]2)[CH2:7][C:6]1([CH3:15])[CH3:14], predict the reactants needed to synthesize it. (5) Given the product [NH2:21][C:19]1[S:20][C:3]2[C:2]([NH:23][C@H:24]([CH3:28])[C:25]([NH2:27])=[O:26])=[N:7][C:6]([S:8][CH2:9][C:10]3[CH:15]=[CH:14][CH:13]=[C:12]([F:16])[C:11]=3[F:17])=[N:5][C:4]=2[N:18]=1, predict the reactants needed to synthesize it. The reactants are: Cl[C:2]1[C:3]2[S:20][C:19]([NH2:21])=[N:18][C:4]=2[N:5]=[C:6]([S:8][CH2:9][C:10]2[CH:15]=[CH:14][CH:13]=[C:12]([F:16])[C:11]=2[F:17])[N:7]=1.Cl.[NH2:23][C@H:24]([CH3:28])[C:25]([NH2:27])=[O:26]. (6) Given the product [Cl:10][C:7]1[N:8]=[CH:9][C:22]([CH2:21][CH:20]([OH:16])[CH2:24][OH:23])=[CH:5][C:6]=1[F:11], predict the reactants needed to synthesize it. The reactants are: C(C1[CH:5]=[C:6]([F:11])[C:7]([Cl:10])=[N:8][CH:9]=1)C=C.C[N+]1([O-])CC[O:16]CC1.[CH2:20]1[CH2:24][O:23][CH2:22][CH2:21]1. (7) Given the product [I:19][C:12]1[CH:17]=[C:16]([C:4]2[CH:5]=[CH:6][CH:7]=[C:2]([F:1])[CH:3]=2)[N:15]=[CH:14][N:13]=1, predict the reactants needed to synthesize it. The reactants are: [F:1][C:2]1[CH:3]=[C:4](B(O)O)[CH:5]=[CH:6][CH:7]=1.Cl[C:12]1[CH:17]=[C:16](Cl)[N:15]=[CH:14][N:13]=1.[IH:19].